From a dataset of NCI-60 drug combinations with 297,098 pairs across 59 cell lines. Regression. Given two drug SMILES strings and cell line genomic features, predict the synergy score measuring deviation from expected non-interaction effect. Drug 1: C1=NC2=C(N1)C(=S)N=C(N2)N. Drug 2: C1C(C(OC1N2C=NC(=NC2=O)N)CO)O. Cell line: OVCAR-4. Synergy scores: CSS=19.1, Synergy_ZIP=-12.2, Synergy_Bliss=-9.43, Synergy_Loewe=-4.96, Synergy_HSA=-4.61.